This data is from Reaction yield outcomes from USPTO patents with 853,638 reactions. The task is: Predict the reaction yield, written as a fraction of the theoretical maximum amount of product (1.0 means a 100% yield; for example, 0.34 means a 34% yield). The reactants are CO[C:3](=[O:22])[CH2:4][CH:5]([C:13]1[CH:21]=[C:20]2[C:16]([CH:17]=[CH:18][NH:19]2)=[CH:15][CH:14]=1)[C:6]1[CH:11]=[CH:10][CH:9]=[C:8]([Cl:12])[CH:7]=1.[NH:23]1C2C(=CC=C(C(C3C=CC=CC=3OC)CC(NC)=O)C=2)C=[CH:24]1. No catalyst specified. The product is [NH:19]1[C:20]2[C:16](=[CH:15][CH:14]=[C:13]([CH:5]([C:6]3[CH:11]=[CH:10][CH:9]=[C:8]([Cl:12])[CH:7]=3)[CH2:4][C:3]([NH:23][CH3:24])=[O:22])[CH:21]=2)[CH:17]=[CH:18]1. The yield is 0.890.